Dataset: Full USPTO retrosynthesis dataset with 1.9M reactions from patents (1976-2016). Task: Predict the reactants needed to synthesize the given product. (1) Given the product [F:10][C:3]1[C:2]([F:1])=[CH:7][CH:6]=[C:5]([O:8][CH3:9])[C:4]=1[CH:21]=[O:22], predict the reactants needed to synthesize it. The reactants are: [F:1][C:2]1[CH:7]=[CH:6][C:5]([O:8][CH3:9])=[CH:4][C:3]=1[F:10].C([N-]C(C)C)(C)C.[Li+].CN(C)[CH:21]=[O:22]. (2) Given the product [C:21]([CH2:20][CH:19]([NH:18][C:15]([C:7]1[CH:6]=[CH:5][C:4]([CH:1]2[CH2:2][CH2:3]2)=[C:9]([O:10][CH2:11][CH:12]2[CH2:13][CH2:14]2)[N:8]=1)=[O:17])[CH2:24][CH2:25][CH2:26][CH3:27])(=[O:22])[NH2:23], predict the reactants needed to synthesize it. The reactants are: [CH:1]1([C:4]2[CH:5]=[CH:6][C:7]([C:15]([OH:17])=O)=[N:8][C:9]=2[O:10][CH2:11][CH:12]2[CH2:14][CH2:13]2)[CH2:3][CH2:2]1.[NH2:18][CH:19]([CH2:24][CH2:25][CH2:26][CH3:27])[CH2:20][C:21]([NH2:23])=[O:22].